From a dataset of Full USPTO retrosynthesis dataset with 1.9M reactions from patents (1976-2016). Predict the reactants needed to synthesize the given product. (1) Given the product [N+:42]([C:18]1[CH:19]=[C:20]([NH:23][C:24]([C:26]2[C:27]([C:32]3[CH:37]=[CH:36][C:35]([C:38]([F:39])([F:40])[F:41])=[CH:34][CH:33]=3)=[CH:28][CH:29]=[CH:30][CH:31]=2)=[O:25])[CH:21]=[CH:22][C:17]=1[O:1][CH2:2][CH2:3][C:4]1[CH:9]=[CH:8][CH:7]=[CH:6][N:5]=1)([O-:44])=[O:43], predict the reactants needed to synthesize it. The reactants are: [OH:1][CH2:2][CH2:3][C:4]1[CH:9]=[CH:8][CH:7]=[CH:6][N:5]=1.CC(C)([O-])C.[K+].F[C:17]1[CH:22]=[CH:21][C:20]([NH:23][C:24]([C:26]2[C:27]([C:32]3[CH:37]=[CH:36][C:35]([C:38]([F:41])([F:40])[F:39])=[CH:34][CH:33]=3)=[CH:28][CH:29]=[CH:30][CH:31]=2)=[O:25])=[CH:19][C:18]=1[N+:42]([O-:44])=[O:43].C(OCC)(=O)C. (2) The reactants are: [NH:1]1[CH:5]=[C:4]([C:6]([O:8][CH2:9][CH3:10])=[O:7])[N:3]=[CH:2]1.[CH:11]1(B(O)O)[CH2:13][CH2:12]1.C(=O)([O-])[O-].[Na+].[Na+].N1C=CC(C2C=CN=CC=2)=CC=1. Given the product [CH:11]1([N:1]2[CH:5]=[C:4]([C:6]([O:8][CH2:9][CH3:10])=[O:7])[N:3]=[CH:2]2)[CH2:13][CH2:12]1, predict the reactants needed to synthesize it.